From a dataset of Forward reaction prediction with 1.9M reactions from USPTO patents (1976-2016). Predict the product of the given reaction. (1) Given the reactants [C:1]([C:4]1[C:22](=[O:23])[C@@:8]2([CH3:24])[C:9]3[C:15]([OH:16])=[CH:14][C:13]([O:17][CH3:18])=[C:12]([C:19]([NH2:21])=[O:20])[C:10]=3[O:11][C:7]2=[CH:6][C:5]=1[OH:25])(=[O:3])[CH3:2].[CH2:26]([C:28]1[C:35]([CH3:36])=[CH:34][C:33]([CH3:37])=[C:32]([CH3:38])[C:29]=1[CH:30]=O)[CH3:27].C([SiH](CC)CC)C.FC(F)(F)C(O)=O, predict the reaction product. The product is: [C:1]([C:4]1[C:22](=[O:23])[C@@:8]2([CH3:24])[C:9]3[C:15]([OH:16])=[CH:14][C:13]([O:17][CH3:18])=[C:12]([C:19]([NH:21][CH2:30][C:29]4[C:32]([CH3:38])=[C:33]([CH3:37])[CH:34]=[C:35]([CH3:36])[C:28]=4[CH2:26][CH3:27])=[O:20])[C:10]=3[O:11][C:7]2=[CH:6][C:5]=1[OH:25])(=[O:3])[CH3:2]. (2) Given the reactants [N:1]1([C:10]2[C@:11]3([CH2:28][CH2:27][C@H:26]4[C@@H:16]([CH2:17][CH2:18][C:19]5[C@:24]4([CH3:25])[CH2:23][CH2:22][C:21](=[O:29])[CH:20]=5)[C@@H:13]3[CH2:14][CH:15]=2)[CH3:12])[C:5]2[CH:6]=[CH:7][CH:8]=[CH:9][C:4]=2[N:3]=[CH:2]1.[Li][CH3:31], predict the reaction product. The product is: [CH3:31][C:21]1([OH:29])[CH2:22][CH2:23][C@@:24]2([CH3:25])[C:19]([CH2:18][CH2:17][C@@H:16]3[C@@H:26]2[CH2:27][CH2:28][C@@:11]2([CH3:12])[C@H:13]3[CH2:14][CH:15]=[C:10]2[N:1]2[C:5]3[CH:6]=[CH:7][CH:8]=[CH:9][C:4]=3[N:3]=[CH:2]2)=[CH:20]1. (3) Given the reactants [Cl:1][C:2]1[N:7]=[C:6]([Cl:8])[C:5]([NH2:9])=[CH:4][N:3]=1.[S:10]1[CH2:15][CH2:14][C:13](=O)[CH2:12][CH2:11]1.C([BH3-])#N.[Na+].C([O-])(O)=O.[Na+], predict the reaction product. The product is: [Cl:1][C:2]1[N:7]=[C:6]([Cl:8])[C:5]([NH:9][CH:13]2[CH2:14][CH2:15][S:10][CH2:11][CH2:12]2)=[CH:4][N:3]=1. (4) The product is: [CH2:1]([N:3]1[CH2:8][CH2:7][N:6]([C:9]2[CH:10]=[CH:11][C:12]([O:19][CH3:20])=[C:13]3[C:18]=2[CH2:17][NH:16][CH2:15][CH2:14]3)[CH2:5][CH2:4]1)[CH3:2]. Given the reactants [CH2:1]([N:3]1[CH2:8][CH2:7][N:6]([C:9]2[CH:10]=[CH:11][C:12]([O:19][CH3:20])=[C:13]3[C:18]=2[CH:17]=[N:16][CH:15]=[CH:14]3)[CH2:5][CH2:4]1)[CH3:2], predict the reaction product. (5) The product is: [CH3:13][O:14][C:15](=[O:26])[CH2:16][CH2:17][C:18]1[CH:23]=[CH:22][C:21]([O:24][C:7]2[CH:6]=[C:5]([C:3](=[O:4])[CH2:2][CH3:1])[CH:10]=[C:9]([F:11])[CH:8]=2)=[CH:20][C:19]=1[CH3:25]. Given the reactants [CH3:1][CH2:2][C:3]([C:5]1[CH:10]=[C:9]([F:11])[CH:8]=[C:7](F)[CH:6]=1)=[O:4].[CH3:13][O:14][C:15](=[O:26])[CH2:16][CH2:17][C:18]1[CH:23]=[CH:22][C:21]([OH:24])=[CH:20][C:19]=1[CH3:25], predict the reaction product.